This data is from Peptide-MHC class II binding affinity with 134,281 pairs from IEDB. The task is: Regression. Given a peptide amino acid sequence and an MHC pseudo amino acid sequence, predict their binding affinity value. This is MHC class II binding data. (1) The peptide sequence is IPKGDFLTGPLNFTG. The MHC is HLA-DPA10301-DPB10402 with pseudo-sequence HLA-DPA10301-DPB10402. The binding affinity (normalized) is 0.568. (2) The peptide sequence is HDYEGLSYRSLQPET. The MHC is DRB3_0202 with pseudo-sequence DRB3_0202. The binding affinity (normalized) is 0.0411. (3) The peptide sequence is LDAYNMMISAGFSLW. The MHC is DRB1_1501 with pseudo-sequence DRB1_1501. The binding affinity (normalized) is 0.704. (4) The peptide sequence is ELQVIEKVDAAFKVA. The MHC is HLA-DPA10103-DPB10201 with pseudo-sequence HLA-DPA10103-DPB10201. The binding affinity (normalized) is 0.453. (5) The peptide sequence is NSGGGVEGIGLQYLG. The MHC is DRB3_0301 with pseudo-sequence DRB3_0301. The binding affinity (normalized) is 0. (6) The peptide sequence is SSYAATEVANAAAGQ. The MHC is DRB1_0901 with pseudo-sequence DRB1_0901. The binding affinity (normalized) is 0.355.